From a dataset of Forward reaction prediction with 1.9M reactions from USPTO patents (1976-2016). Predict the product of the given reaction. (1) Given the reactants [F:1][C:2]1[CH:7]=[CH:6][C:5]([CH:8]2[CH2:13][CH2:12][N:11]([C:14]([C:16]3[CH:17]=[N:18][C:19]([Cl:24])=[C:20]([Cl:23])[C:21]=3Cl)=[O:15])[CH2:10][CH2:9]2)=[CH:4][CH:3]=1.[CH3:25][O:26][C:27]1[CH:32]=[CH:31][C:30]([CH2:33][NH2:34])=[CH:29][CH:28]=1, predict the reaction product. The product is: [Cl:23][C:20]1[C:21]([NH:34][CH2:33][C:30]2[CH:31]=[CH:32][C:27]([O:26][CH3:25])=[CH:28][CH:29]=2)=[C:16]([C:14]([N:11]2[CH2:12][CH2:13][CH:8]([C:5]3[CH:6]=[CH:7][C:2]([F:1])=[CH:3][CH:4]=3)[CH2:9][CH2:10]2)=[O:15])[CH:17]=[N:18][C:19]=1[Cl:24]. (2) Given the reactants Cl.[Br:2][C:3]1[N:7]2[CH:8]=[C:9]([C:12]([OH:14])=O)[N:10]=[CH:11][C:6]2=[CH:5][CH:4]=1.[C:15]1([NH2:26])[C:20](F)=[C:19](F)[C:18](F)=[C:17](N)C=1F.Cl.Cl.[CH3:29][CH2:30][N:31](C(C)C)C(C)C.CN(C(ON1N=NC2C=CC=NC1=2)=[N+](C)C)C.F[P-](F)(F)(F)(F)F, predict the reaction product. The product is: [N:26]12[CH2:17][CH2:18][CH:19]([CH2:20][CH2:15]1)[C@@H:30]([NH:31][C:12]([C:9]1[N:10]=[CH:11][C:6]3[N:7]([C:3]([Br:2])=[CH:4][CH:5]=3)[CH:8]=1)=[O:14])[CH2:29]2. (3) Given the reactants [CH3:1][N:2]1[C@@H:18]2[CH2:19][C:7]3[CH:8]=[CH:9][C:10]([O:21][CH3:22])=[C:11]4[O:12][C@H:13]5[C@@H:14](O)[CH:15]=[CH:16][C@@H:17]2[C@:5]5([C:6]=34)[CH2:4][CH2:3]1.O.P(=O)(O)(O)O.O=P12OP3(OP(OP(O3)(O1)=O)(=O)O2)=O, predict the reaction product. The product is: [CH3:1][N:2]1[C@@H:18]2[CH2:19][C:7]3[CH:8]=[CH:9][C:10]([O:21][CH3:22])=[C:11]([OH:12])[C:6]=3[C:16]3=[C:17]2[C:5](=[CH:13][CH:14]=[CH:15]3)[CH2:4][CH2:3]1. (4) Given the reactants [CH3:1][O:2][C:3](=[O:18])[C:4]1[CH:9]=[CH:8][C:7]([NH:10][C:11]([C:13]2[CH:17]=[CH:16][NH:15][N:14]=2)=[O:12])=[CH:6][CH:5]=1.[CH2:19]([C:24]1[CH:32]=[CH:31][C:27]([C:28](Cl)=[O:29])=[CH:26][CH:25]=1)[CH2:20][CH2:21][CH2:22][CH3:23], predict the reaction product. The product is: [CH3:1][O:2][C:3](=[O:18])[C:4]1[CH:5]=[CH:6][C:7]([NH:10][C:11]([C:13]2[CH:17]=[CH:16][N:15]([C:28](=[O:29])[C:27]3[CH:31]=[CH:32][C:24]([CH2:19][CH2:20][CH2:21][CH2:22][CH3:23])=[CH:25][CH:26]=3)[N:14]=2)=[O:12])=[CH:8][CH:9]=1. (5) Given the reactants [CH2:1]([N:3]([CH2:19][CH3:20])[CH2:4][CH2:5][N:6]1[CH2:11][CH2:10][C:9]2[NH:12][C:13]([CH:16]=O)=[C:14]([CH3:15])[C:8]=2[C:7]1=[O:18])[CH3:2].[NH:21]([C:25]1[CH:26]=[C:27]2[C:31](=[CH:32][CH:33]=1)[NH:30][C:29](=[O:34])[CH2:28]2)[C:22]([CH3:24])=[O:23], predict the reaction product. The product is: [CH2:1]([N:3]([CH2:19][CH3:20])[CH2:4][CH2:5][N:6]1[CH2:11][CH2:10][C:9]2[NH:12][C:13]([CH:16]=[C:28]3[C:27]4[C:31](=[CH:32][CH:33]=[C:25]([NH:21][C:22](=[O:23])[CH3:24])[CH:26]=4)[NH:30][C:29]3=[O:34])=[C:14]([CH3:15])[C:8]=2[C:7]1=[O:18])[CH3:2]. (6) Given the reactants [F:1][CH:2]([F:23])[O:3][C:4]1[C:9]2[O:10][C:11]3[C:12](=[O:19])[N:13]([CH2:17][CH3:18])[N:14]=[CH:15][C:16]=3[C:8]=2[C:7]([C:20]([OH:22])=[O:21])=[CH:6][CH:5]=1.C(N(CC)CC)C.[CH:31]1[C:36]([N+:37]([O-:39])=[O:38])=[CH:35][CH:34]=[C:33](O)[CH:32]=1.CCN=C=NCCCN(C)C, predict the reaction product. The product is: [F:23][CH:2]([F:1])[O:3][C:4]1[C:9]2[O:10][C:11]3[C:12](=[O:19])[N:13]([CH2:17][CH3:18])[N:14]=[CH:15][C:16]=3[C:8]=2[C:7]([C:20]([O:22][C:33]2[CH:32]=[CH:31][C:36]([N+:37]([O-:39])=[O:38])=[CH:35][CH:34]=2)=[O:21])=[CH:6][CH:5]=1. (7) Given the reactants C(O[C:4]([C:6]1[N:7]=[C:8]([C:24]#[N:25])[C:9]2[C:14]([C:15]=1[OH:16])=[CH:13][CH:12]=[C:11]([O:17][C:18]1[CH:19]=[N:20][CH:21]=[CH:22][CH:23]=1)[CH:10]=2)=[O:5])C.[C:26]([O:30][C:31](=[O:37])[C:32]([CH3:36])([CH3:35])[CH2:33][NH2:34])([CH3:29])([CH3:28])[CH3:27], predict the reaction product. The product is: [C:26]([O:30][C:31](=[O:37])[C:32]([CH3:36])([CH3:35])[CH2:33][NH:34][C:4]([C:6]1[N:7]=[C:8]([C:24]#[N:25])[C:9]2[C:14]([C:15]=1[OH:16])=[CH:13][CH:12]=[C:11]([O:17][C:18]1[CH:19]=[N:20][CH:21]=[CH:22][CH:23]=1)[CH:10]=2)=[O:5])([CH3:29])([CH3:27])[CH3:28].